Dataset: NCI-60 drug combinations with 297,098 pairs across 59 cell lines. Task: Regression. Given two drug SMILES strings and cell line genomic features, predict the synergy score measuring deviation from expected non-interaction effect. (1) Drug 1: CN1C2=C(C=C(C=C2)N(CCCl)CCCl)N=C1CCCC(=O)O.Cl. Drug 2: C1CN(P(=O)(OC1)NCCCl)CCCl. Cell line: NCI-H226. Synergy scores: CSS=0.552, Synergy_ZIP=1.00, Synergy_Bliss=2.42, Synergy_Loewe=-0.273, Synergy_HSA=0.346. (2) Drug 1: CC(C1=C(C=CC(=C1Cl)F)Cl)OC2=C(N=CC(=C2)C3=CN(N=C3)C4CCNCC4)N. Drug 2: CN1CCC(CC1)COC2=C(C=C3C(=C2)N=CN=C3NC4=C(C=C(C=C4)Br)F)OC. Cell line: SN12C. Synergy scores: CSS=23.7, Synergy_ZIP=-4.54, Synergy_Bliss=5.43, Synergy_Loewe=6.83, Synergy_HSA=7.34. (3) Drug 1: CN1C2=C(C=C(C=C2)N(CCCl)CCCl)N=C1CCCC(=O)O.Cl. Drug 2: CCCCCOC(=O)NC1=NC(=O)N(C=C1F)C2C(C(C(O2)C)O)O. Cell line: BT-549. Synergy scores: CSS=8.62, Synergy_ZIP=-7.31, Synergy_Bliss=-8.80, Synergy_Loewe=-6.79, Synergy_HSA=-4.30. (4) Drug 1: CC(CN1CC(=O)NC(=O)C1)N2CC(=O)NC(=O)C2. Drug 2: C1CCC(C(C1)N)N.C(=O)(C(=O)[O-])[O-].[Pt+4]. Cell line: KM12. Synergy scores: CSS=31.2, Synergy_ZIP=-7.93, Synergy_Bliss=0.0195, Synergy_Loewe=7.15, Synergy_HSA=7.69. (5) Drug 2: COC1=NC(=NC2=C1N=CN2C3C(C(C(O3)CO)O)O)N. Synergy scores: CSS=14.5, Synergy_ZIP=-0.913, Synergy_Bliss=1.37, Synergy_Loewe=-4.16, Synergy_HSA=2.46. Drug 1: C1=CC(=CC=C1CCC2=CNC3=C2C(=O)NC(=N3)N)C(=O)NC(CCC(=O)O)C(=O)O. Cell line: MALME-3M. (6) Drug 1: CC1=CC=C(C=C1)C2=CC(=NN2C3=CC=C(C=C3)S(=O)(=O)N)C(F)(F)F. Drug 2: C1CC(C1)(C(=O)O)C(=O)O.[NH2-].[NH2-].[Pt+2]. Cell line: CAKI-1. Synergy scores: CSS=4.13, Synergy_ZIP=-1.05, Synergy_Bliss=-0.672, Synergy_Loewe=-1.00, Synergy_HSA=-0.612.